This data is from Peptide-MHC class I binding affinity with 185,985 pairs from IEDB/IMGT. The task is: Regression. Given a peptide amino acid sequence and an MHC pseudo amino acid sequence, predict their binding affinity value. This is MHC class I binding data. (1) The peptide sequence is CIVIGIITLY. The MHC is HLA-A01:01 with pseudo-sequence HLA-A01:01. The binding affinity (normalized) is 0. (2) The binding affinity (normalized) is 0.587. The peptide sequence is RPASAWTLY. The MHC is HLA-B53:01 with pseudo-sequence HLA-B53:01. (3) The peptide sequence is KPYYPEHLV. The MHC is Patr-A0701 with pseudo-sequence Patr-A0701. The binding affinity (normalized) is 0.130. (4) The peptide sequence is YCPGTTVTL. The MHC is HLA-A11:01 with pseudo-sequence HLA-A11:01. The binding affinity (normalized) is 0.0847. (5) The peptide sequence is HFKPPKFRA. The MHC is HLA-B08:01 with pseudo-sequence HLA-B08:01. The binding affinity (normalized) is 0. (6) The peptide sequence is SSDDFALIV. The MHC is HLA-B58:01 with pseudo-sequence HLA-B58:01. The binding affinity (normalized) is 0.0847. (7) The peptide sequence is LVFTRAICK. The MHC is HLA-B40:01 with pseudo-sequence HLA-B40:01. The binding affinity (normalized) is 0.0847. (8) The peptide sequence is RRARSLSAERY. The MHC is HLA-B58:01 with pseudo-sequence HLA-B58:01. The binding affinity (normalized) is 0.181.